This data is from NCI-60 drug combinations with 297,098 pairs across 59 cell lines. The task is: Regression. Given two drug SMILES strings and cell line genomic features, predict the synergy score measuring deviation from expected non-interaction effect. (1) Drug 1: CCN(CC)CCCC(C)NC1=C2C=C(C=CC2=NC3=C1C=CC(=C3)Cl)OC. Drug 2: CC1CCCC2(C(O2)CC(NC(=O)CC(C(C(=O)C(C1O)C)(C)C)O)C(=CC3=CSC(=N3)C)C)C. Cell line: A498. Synergy scores: CSS=42.0, Synergy_ZIP=-2.34, Synergy_Bliss=-1.39, Synergy_Loewe=-6.20, Synergy_HSA=2.64. (2) Drug 1: C(CCl)NC(=O)N(CCCl)N=O. Drug 2: N.N.Cl[Pt+2]Cl. Cell line: SK-OV-3. Synergy scores: CSS=12.1, Synergy_ZIP=-3.60, Synergy_Bliss=1.66, Synergy_Loewe=-12.0, Synergy_HSA=-3.07.